Dataset: Forward reaction prediction with 1.9M reactions from USPTO patents (1976-2016). Task: Predict the product of the given reaction. (1) Given the reactants [C:1]([O:5][C:6](=[O:15])[NH:7][C@H:8]([C:12](=O)[NH2:13])[CH2:9][O:10][CH3:11])([CH3:4])([CH3:3])[CH3:2].F[B-](F)(F)F.C([O+](CC)CC)C.[F:28][C:29]1[CH:30]=[C:31]([NH:36][C:37]2[CH:42]=[CH:41][CH:40]=[CH:39][N:38]=2)[C:32](N)=[CH:33][CH:34]=1, predict the reaction product. The product is: [C:1]([O:5][C:6](=[O:15])[NH:7][C@H:8]([C:12]1[N:36]([C:37]2[CH:42]=[CH:41][CH:40]=[CH:39][N:38]=2)[C:31]2[CH:30]=[C:29]([F:28])[CH:34]=[CH:33][C:32]=2[N:13]=1)[CH2:9][O:10][CH3:11])([CH3:4])([CH3:3])[CH3:2]. (2) Given the reactants [S:1]1[C:5]2[CH:6]=[CH:7][CH:8]=[CH:9][C:4]=2[C:3]([N:10]2[CH2:15][CH2:14][N:13]([CH2:16][CH2:17][C:18]3[CH:19]=[C:20]4[C:24](=[CH:25][C:26]=3[Cl:27])[NH:23][C:22](=[O:28])[CH2:21]4)[CH2:12][CH2:11]2)=[N:2]1.CN1CCCC1=O.Cl, predict the reaction product. The product is: [ClH:27].[S:1]1[C:5]2[CH:6]=[CH:7][CH:8]=[CH:9][C:4]=2[C:3]([N:10]2[CH2:11][CH2:12][N:13]([CH2:16][CH2:17][C:18]3[CH:19]=[C:20]4[C:24](=[CH:25][C:26]=3[Cl:27])[NH:23][C:22](=[O:28])[CH2:21]4)[CH2:14][CH2:15]2)=[N:2]1. (3) Given the reactants C([Li])CCC.[Br-].[OH:7][C:8]1[CH:33]=[CH:32][CH:31]=[CH:30][C:9]=1[CH2:10][P+](C1C=CC=CC=1)(C1C=CC=CC=1)C1C=CC=CC=1.[C:34]([C:36]1[CH:41]=[CH:40][C:39]([CH2:42][CH2:43][CH:44]([CH:56]=O)[CH2:45][C:46]2[CH:55]=[CH:54][C:49]([C:50]([O:52][CH3:53])=[O:51])=[CH:48][CH:47]=2)=[CH:38][CH:37]=1)#[N:35].O, predict the reaction product. The product is: [C:34]([C:36]1[CH:37]=[CH:38][C:39]([CH2:42][CH2:43][CH:44](/[CH:56]=[CH:10]/[C:9]2[CH:30]=[CH:31][CH:32]=[CH:33][C:8]=2[OH:7])[CH2:45][C:46]2[CH:47]=[CH:48][C:49]([C:50]([O:52][CH3:53])=[O:51])=[CH:54][CH:55]=2)=[CH:40][CH:41]=1)#[N:35]. (4) Given the reactants [N:1]1([C@@H:7]2[CH2:11][CH2:10][N:9]([C:12]3[S:13][C:14]4[CH:20]=[C:19](B5OC(C)(C)C(C)(C)O5)[CH:18]=[CH:17][C:15]=4[N:16]=3)[CH2:8]2)[CH2:6][CH2:5][CH2:4][CH2:3][CH2:2]1.Br[C:31]1[N:36]=[C:35]([C:37]([O:39]C)=[O:38])[CH:34]=[CH:33][CH:32]=1.C([O-])([O-])=O.[K+].[K+], predict the reaction product. The product is: [N:1]1([C@@H:7]2[CH2:11][CH2:10][N:9]([C:12]3[S:13][C:14]4[CH:20]=[C:19]([C:31]5[N:36]=[C:35]([C:37]([OH:39])=[O:38])[CH:34]=[CH:33][CH:32]=5)[CH:18]=[CH:17][C:15]=4[N:16]=3)[CH2:8]2)[CH2:6][CH2:5][CH2:4][CH2:3][CH2:2]1.